From a dataset of Reaction yield outcomes from USPTO patents with 853,638 reactions. Predict the reaction yield, written as a fraction of the theoretical maximum amount of product (1.0 means a 100% yield; for example, 0.34 means a 34% yield). (1) The reactants are [CH:1]([O:14][C:15]([C:17]1[N:18]2[C@H:21]([S@:22](=[O:27])[CH2:23][C:24]=1[CH2:25]Cl)[C@H:20]([NH:28][C:29](=[O:68])/[C:30](=[N:45]\[O:46][C@@H:47]([CH2:60][C:61]([O:63][C:64]([CH3:67])([CH3:66])[CH3:65])=[O:62])[C:48]([O:50][CH2:51][C:52]1[CH:57]=[CH:56][C:55]([O:58][CH3:59])=[CH:54][CH:53]=1)=[O:49])/[C:31]1[N:32]=[C:33]([NH:37][C:38]([O:40][C:41]([CH3:44])([CH3:43])[CH3:42])=[O:39])[S:34][C:35]=1[Cl:36])[C:19]2=[O:69])=[O:16])([C:8]1[CH:13]=[CH:12][CH:11]=[CH:10][CH:9]=1)[C:2]1[CH:7]=[CH:6][CH:5]=[CH:4][CH:3]=1.[I-:70].[Na+]. The yield is 0.599. The catalyst is C(#N)C. The product is [CH:1]([O:14][C:15]([C:17]1[N:18]2[C@H:21]([S@:22](=[O:27])[CH2:23][C:24]=1[CH2:25][I:70])[C@H:20]([NH:28][C:29](=[O:68])/[C:30](=[N:45]\[O:46][C@@H:47]([CH2:60][C:61]([O:63][C:64]([CH3:67])([CH3:66])[CH3:65])=[O:62])[C:48]([O:50][CH2:51][C:52]1[CH:57]=[CH:56][C:55]([O:58][CH3:59])=[CH:54][CH:53]=1)=[O:49])/[C:31]1[N:32]=[C:33]([NH:37][C:38]([O:40][C:41]([CH3:44])([CH3:43])[CH3:42])=[O:39])[S:34][C:35]=1[Cl:36])[C:19]2=[O:69])=[O:16])([C:8]1[CH:13]=[CH:12][CH:11]=[CH:10][CH:9]=1)[C:2]1[CH:7]=[CH:6][CH:5]=[CH:4][CH:3]=1. (2) The reactants are [CH3:1][C:2]([CH3:25])([CH3:24])[C:3]([NH:5][C:6]1[N:7]=[C:8]([OH:23])[C:9]2[CH2:15][CH2:14][N:13](C(OC(C)(C)C)=O)[CH2:12][C:10]=2[N:11]=1)=[O:4].C(O)(C(F)(F)F)=O. The catalyst is C(Cl)Cl. The product is [OH:23][C:8]1[C:9]2[CH2:15][CH2:14][NH:13][CH2:12][C:10]=2[N:11]=[C:6]([NH:5][C:3](=[O:4])[C:2]([CH3:25])([CH3:1])[CH3:24])[N:7]=1. The yield is 0.520. (3) The catalyst is O1CCCC1. The yield is 0.730. The reactants are ClC(OCC(C)C)=O.[C:9]([O:13][C:14]([C:16]1([C:19](O)=[O:20])[CH2:18][CH2:17]1)=[O:15])([CH3:12])([CH3:11])[CH3:10].C(N(CC)CC)C. The product is [OH:20][CH2:19][C:16]1([C:14]([O:13][C:9]([CH3:12])([CH3:11])[CH3:10])=[O:15])[CH2:17][CH2:18]1. (4) The reactants are [OH:1][C:2]1[CH:7]=[CH:6][C:5]([CH2:8][C:9]([O:11][CH3:12])=[O:10])=[CH:4][CH:3]=1.[CH2:13]([CH:15]1[O:17][CH2:16]1)Cl.N1C=CC=CC=1. No catalyst specified. The product is [O:17]1[CH2:16][CH:15]1[CH2:13][O:1][C:2]1[CH:3]=[CH:4][C:5]([CH2:8][C:9]([O:11][CH3:12])=[O:10])=[CH:6][CH:7]=1. The yield is 0.340. (5) The reactants are [NH2:1][CH2:2][CH2:3][CH2:4][S:5]([NH2:8])(=[O:7])=[O:6].[Cl:9][C:10]1[CH:15]=[CH:14][C:13]([C:16](=O)[C:17]2[CH:22]=[C:21]([F:23])[CH:20]=[CH:19][C:18]=2[OH:24])=[CH:12][CH:11]=1. The catalyst is CO. The product is [Cl:9][C:10]1[CH:11]=[CH:12][C:13](/[C:16](=[N:1]\[CH2:2][CH2:3][CH2:4][S:5]([NH2:8])(=[O:7])=[O:6])/[C:17]2[CH:22]=[C:21]([F:23])[CH:20]=[CH:19][C:18]=2[OH:24])=[CH:14][CH:15]=1. The yield is 0.510. (6) The reactants are [Br:1][C:2]1[CH:3]=[C:4]([CH2:8][CH2:9][C:10]([OH:12])=O)[CH:5]=[CH:6][CH:7]=1.[CH:13]1([NH2:16])[CH2:15][CH2:14]1.C(N(CC)CC)C. The catalyst is O=S(Cl)Cl. The product is [Br:1][C:2]1[CH:3]=[C:4]([CH2:8][CH2:9][C:10]([NH:16][CH:13]2[CH2:15][CH2:14]2)=[O:12])[CH:5]=[CH:6][CH:7]=1. The yield is 0.790.